This data is from Reaction yield outcomes from USPTO patents with 853,638 reactions. The task is: Predict the reaction yield, written as a fraction of the theoretical maximum amount of product (1.0 means a 100% yield; for example, 0.34 means a 34% yield). (1) The reactants are [F:1][C:2]1[CH:3]=[CH:4][C:5]([C:8]2[C:12]([CH2:13][OH:14])=[C:11]([CH3:15])[O:10][N:9]=2)=[N:6][CH:7]=1. The catalyst is C(Cl)Cl.[O-2].[Mn+4].[O-2]. The product is [F:1][C:2]1[CH:3]=[CH:4][C:5]([C:8]2[C:12]([CH:13]=[O:14])=[C:11]([CH3:15])[O:10][N:9]=2)=[N:6][CH:7]=1. The yield is 0.400. (2) The reactants are [F:1][C:2]([F:15])([F:14])[C:3]1[CH:13]=[CH:12][C:6](/[CH:7]=[CH:8]/[C:9]([OH:11])=O)=[CH:5][CH:4]=1.CN(C(ON1N=NC2C=CC=NC1=2)=[N+](C)C)C.F[P-](F)(F)(F)(F)F.[CH3:40][N:41]([CH3:56])[CH2:42][CH2:43][N:44]([CH3:55])[C:45]1[S:46][C:47]2[CH:53]=[C:52]([NH2:54])[CH:51]=[CH:50][C:48]=2[N:49]=1.CCN(C(C)C)C(C)C. The catalyst is C(Cl)Cl.CO. The product is [CH3:40][N:41]([CH3:56])[CH2:42][CH2:43][N:44]([CH3:55])[C:45]1[S:46][C:47]2[CH:53]=[C:52]([NH:54][C:9](=[O:11])[CH:8]=[CH:7][C:6]3[CH:5]=[CH:4][C:3]([C:2]([F:1])([F:15])[F:14])=[CH:13][CH:12]=3)[CH:51]=[CH:50][C:48]=2[N:49]=1. The yield is 0.210. (3) The reactants are C(CC([O:6][C@@H:7]1[C@H:11]([O:12][CH2:13][C:14]2[CH:19]=[CH:18][C:17]([Cl:20])=[CH:16][C:15]=2[Cl:21])[C@@H:10]([CH2:22][O:23][CH2:24][C:25]2[CH:30]=[CH:29][C:28]([Cl:31])=[CH:27][C:26]=2[Cl:32])[O:9][C@H:8]1[N:33]1[CH:41]=[C:39]([CH3:40])[C:37](=[O:38])[NH:36][C:34]1=[O:35])=O)C.[BH4-].[Na+].C([O-])(O)=O.[Na+].[CH3:49][CH2:50][OH:51]. The catalyst is C(Cl)Cl. The product is [OH:51][CH2:50][CH2:49][O:6][C@@H:7]1[C@H:22]([O:23][CH2:24][C:25]2[CH:30]=[CH:29][C:28]([Cl:31])=[CH:27][C:26]=2[Cl:32])[C@@H:10]([CH2:11][O:12][CH2:13][C:14]2[CH:19]=[CH:18][C:17]([Cl:20])=[CH:16][C:15]=2[Cl:21])[O:9][C@H:8]1[N:33]1[CH:41]=[C:39]([CH3:40])[C:37](=[O:38])[NH:36][C:34]1=[O:35]. The yield is 0.900. (4) The yield is 0.540. The catalyst is CC#N.CCOC(C)=O. The reactants are [N:1]1[CH:2]=[CH:3][N:4]2[CH:9]=[CH:8][CH:7]=[C:6]([NH2:10])[C:5]=12.N1C=CC=CC=1.Cl[C:18]([O:20][C:21]1[CH:26]=[CH:25][CH:24]=[CH:23][CH:22]=1)=[O:19]. The product is [C:21]1([O:20][C:18](=[O:19])[NH:10][C:6]2[C:5]3[N:4]([CH:3]=[CH:2][N:1]=3)[CH:9]=[CH:8][CH:7]=2)[CH:26]=[CH:25][CH:24]=[CH:23][CH:22]=1. (5) The reactants are [F:1][C:2]1[N:3]=[CH:4][C:5]2[C:10]([CH:11]=1)=[CH:9][C:8]([C:12]1[S:16][C:15]([NH2:17])=[N:14][N:13]=1)=[CH:7][CH:6]=2.[C:18](O[C:18]([O:20][C:21]([CH3:24])([CH3:23])[CH3:22])=[O:19])([O:20][C:21]([CH3:24])([CH3:23])[CH3:22])=[O:19].[Br-].[Li+]. The catalyst is CN(C)C1C=CN=CC=1.C1COCC1. The product is [F:1][C:2]1[N:3]=[CH:4][C:5]2[C:10]([CH:11]=1)=[CH:9][C:8]([C:12]1[S:16][C:15]([NH:17][C:18](=[O:19])[O:20][C:21]([CH3:24])([CH3:23])[CH3:22])=[N:14][N:13]=1)=[CH:7][CH:6]=2. The yield is 0.780. (6) The reactants are [NH:1]1[C:9](=[O:10])[C:8]2[C:4]([N:5]=[CH:6][N:7]=2)=[N:3][C:2]1=[N:11][NH2:12].[CH3:13][O:14][C:15]1[CH:20]=[CH:19][C:18]([C:21]2[O:25][N:24]=[C:23]([CH2:26][CH2:27][CH:28]=O)[N:22]=2)=[CH:17][CH:16]=1. The catalyst is C(O)C. The product is [CH3:13][O:14][C:15]1[CH:16]=[CH:17][C:18]([C:21]2[O:25][N:24]=[C:23]([CH2:26][CH2:27][C:28]3[N:1]4[C:9](=[O:10])[C:8]5[NH:7][CH:6]=[N:5][C:4]=5[N:3]([CH2:17][CH2:16][CH2:15][CH2:20][CH3:19])[C:2]4=[N:11][N:12]=3)[N:22]=2)=[CH:19][CH:20]=1. The yield is 0.640. (7) The catalyst is O1CCOCC1.Cl.O. The reactants are [Si]([O:8][C:9]([C@:11]12[CH2:46][CH2:45][C@@H:44]([C:47]([CH3:49])=[CH2:48])[C@@H:12]1[C@@H:13]1[C@@:26]([CH3:29])([CH2:27][CH2:28]2)[C@@:25]2([CH3:30])[C@@H:16]([C@:17]3([CH3:43])[C@@H:22]([CH2:23][CH2:24]2)[C:21]([CH3:32])([CH3:31])[C:20]([C:33]2[CH:38]=[CH:37][C:36]([C:39]([O:41][CH3:42])=[O:40])=[CH:35][CH:34]=2)=[CH:19][CH2:18]3)[CH2:15][CH2:14]1)=[O:10])(C(C)(C)C)(C)C.CCCC[N+](CCCC)(CCCC)CCCC.[F-]. The yield is 0.990. The product is [CH3:42][O:41][C:39]([C:36]1[CH:37]=[CH:38][C:33]([C:20]2[C:21]([CH3:32])([CH3:31])[C@H:22]3[C@:17]([CH3:43])([CH2:18][CH:19]=2)[C@@H:16]2[C@:25]([CH3:30])([C@@:26]4([CH3:29])[C@H:13]([CH2:14][CH2:15]2)[C@H:12]2[C@H:44]([C:47]([CH3:49])=[CH2:48])[CH2:45][CH2:46][C@:11]2([C:9]([OH:10])=[O:8])[CH2:28][CH2:27]4)[CH2:24][CH2:23]3)=[CH:34][CH:35]=1)=[O:40]. (8) The reactants are [Br:1][C:2]1[CH:3]=[CH:4][C:5]([F:12])=[C:6]([CH2:8][CH2:9][CH2:10][OH:11])[CH:7]=1.N1C=CC=CC=1.[S:19](Cl)([C:22]1[CH:28]=[CH:27][C:25]([CH3:26])=[CH:24][CH:23]=1)(=[O:21])=[O:20]. The catalyst is C(Cl)Cl. The product is [Br:1][C:2]1[CH:3]=[CH:4][C:5]([F:12])=[C:6]([CH2:8][CH2:9][CH2:10][O:11][S:19]([C:22]2[CH:28]=[CH:27][C:25]([CH3:26])=[CH:24][CH:23]=2)(=[O:21])=[O:20])[CH:7]=1. The yield is 0.690. (9) The reactants are Cl[C:2]1[C:7](Cl)=[N:6][CH:5]=[CH:4][N:3]=1.[CH3:9][C:10]1[CH:11]=[C:12](B(O)O)[CH:13]=[C:14]([CH3:16])[CH:15]=1.C(=O)([O-])[O-].[Na+].[Na+]. The catalyst is Cl[Pd](Cl)([P](C1C=CC=CC=1)(C1C=CC=CC=1)C1C=CC=CC=1)[P](C1C=CC=CC=1)(C1C=CC=CC=1)C1C=CC=CC=1.O.C(#N)C. The product is [CH3:9][C:10]1[CH:11]=[C:12]([C:2]2[C:7]([C:12]3[CH:13]=[C:14]([CH3:16])[CH:15]=[C:10]([CH3:9])[CH:11]=3)=[N:6][CH:5]=[CH:4][N:3]=2)[CH:13]=[C:14]([CH3:16])[CH:15]=1. The yield is 0.440. (10) The reactants are Br[C:2]1[N:6]([S:7]([C:10]2[CH:15]=[CH:14][CH:13]=[CH:12][CH:11]=2)(=[O:9])=[O:8])[CH:5]=[C:4]([CH2:16][N:17]([CH3:25])[C:18](=[O:24])[O:19][C:20]([CH3:23])([CH3:22])[CH3:21])[CH:3]=1.[S:26]1[CH:30]=[CH:29][C:28](B(O)O)=[CH:27]1.C(=O)([O-])[O-].[Na+].[Na+].C(=O)([O-])O.[Na+]. The catalyst is COCCOC.C1C=CC([P]([Pd]([P](C2C=CC=CC=2)(C2C=CC=CC=2)C2C=CC=CC=2)([P](C2C=CC=CC=2)(C2C=CC=CC=2)C2C=CC=CC=2)[P](C2C=CC=CC=2)(C2C=CC=CC=2)C2C=CC=CC=2)(C2C=CC=CC=2)C2C=CC=CC=2)=CC=1.O. The product is [CH3:25][N:17]([CH2:16][C:4]1[CH:3]=[C:2]([C:28]2[CH:29]=[CH:30][S:26][CH:27]=2)[N:6]([S:7]([C:10]2[CH:15]=[CH:14][CH:13]=[CH:12][CH:11]=2)(=[O:9])=[O:8])[CH:5]=1)[C:18](=[O:24])[O:19][C:20]([CH3:23])([CH3:22])[CH3:21]. The yield is 0.880.